From a dataset of CYP3A4 inhibition data for predicting drug metabolism from PubChem BioAssay. Regression/Classification. Given a drug SMILES string, predict its absorption, distribution, metabolism, or excretion properties. Task type varies by dataset: regression for continuous measurements (e.g., permeability, clearance, half-life) or binary classification for categorical outcomes (e.g., BBB penetration, CYP inhibition). Dataset: cyp3a4_veith. The result is 0 (non-inhibitor). The compound is Cc1ccc(S(=O)(=O)N2CCC(=O)N2)cc1.